Dataset: NCI-60 drug combinations with 297,098 pairs across 59 cell lines. Task: Regression. Given two drug SMILES strings and cell line genomic features, predict the synergy score measuring deviation from expected non-interaction effect. (1) Drug 1: C1CC(=O)NC(=O)C1N2CC3=C(C2=O)C=CC=C3N. Drug 2: CC(C)(C#N)C1=CC(=CC(=C1)CN2C=NC=N2)C(C)(C)C#N. Cell line: RXF 393. Synergy scores: CSS=0.0720, Synergy_ZIP=-2.70, Synergy_Bliss=-5.59, Synergy_Loewe=-4.02, Synergy_HSA=-3.94. (2) Drug 1: CS(=O)(=O)C1=CC(=C(C=C1)C(=O)NC2=CC(=C(C=C2)Cl)C3=CC=CC=N3)Cl. Drug 2: CS(=O)(=O)CCNCC1=CC=C(O1)C2=CC3=C(C=C2)N=CN=C3NC4=CC(=C(C=C4)OCC5=CC(=CC=C5)F)Cl. Cell line: CCRF-CEM. Synergy scores: CSS=13.4, Synergy_ZIP=-1.06, Synergy_Bliss=3.84, Synergy_Loewe=-1.99, Synergy_HSA=-0.438.